From a dataset of Catalyst prediction with 721,799 reactions and 888 catalyst types from USPTO. Predict which catalyst facilitates the given reaction. (1) Reactant: [F-:1].[K+].CS(O[CH2:8][CH2:9][O:10][CH2:11][CH2:12][N:13]([C:23](=[O:25])[CH3:24])[C:14]1[CH:19]=[C:18]([CH3:20])[C:17]([Br:21])=[C:16]([CH3:22])[CH:15]=1)(=O)=O. Product: [Br:21][C:17]1[C:18]([CH3:20])=[CH:19][C:14]([N:13]([CH2:12][CH2:11][O:10][CH2:9][CH2:8][F:1])[C:23](=[O:25])[CH3:24])=[CH:15][C:16]=1[CH3:22]. The catalyst class is: 13. (2) Reactant: [CH3:1][C:2]1([C:17](O)=[O:18])[CH2:6][CH:5]2[CH:7]([CH3:16])[C:8]([N+:13]([O-:15])=[O:14])=[C:9]([CH3:12])[C:10]([CH3:11])=[C:4]2[O:3]1.[NH2:20][C:21]1[CH:26]=[CH:25][C:24]([N:27]2[CH:31]=[CH:30][N:29]=[CH:28]2)=[CH:23][CH:22]=1.Cl.CN(C)CCCC(N=C=N)C.ON1C2C=CC=CC=2N=N1. Product: [N+:13]([C:8]1[CH:7]([CH3:16])[CH:5]2[CH2:6][C:2]([C:17]([NH:20][C:21]3[CH:22]=[CH:23][C:24]([N:27]4[CH:31]=[CH:30][N:29]=[CH:28]4)=[CH:25][CH:26]=3)=[O:18])([CH3:1])[O:3][C:4]2=[C:10]([CH3:11])[C:9]=1[CH3:12])([O-:15])=[O:14]. The catalyst class is: 338.